Dataset: Full USPTO retrosynthesis dataset with 1.9M reactions from patents (1976-2016). Task: Predict the reactants needed to synthesize the given product. (1) Given the product [CH3:3][O:4][C:5]1[CH:6]=[CH:7][C:8]([CH2:9][NH:10][CH2:11][CH2:12][CH2:13][CH:14]([OH:17])[CH2:15][CH3:16])=[CH:19][CH:20]=1, predict the reactants needed to synthesize it. The reactants are: [BH4-].[Na+].[CH3:3][O:4][C:5]1[CH:20]=[CH:19][C:8]([CH2:9][NH:10][C:11](=O)[CH2:12][CH2:13][CH:14]([OH:17])[CH2:15][CH3:16])=[CH:7][CH:6]=1.C(O)(=O)C. (2) Given the product [Cl:1][C:2]1[CH:7]=[CH:6][N:5]=[C:4]2[CH:8]=[C:9]([C:16]3[CH:21]=[CH:20][CH:19]=[C:18]([O:22][CH3:23])[N:17]=3)[S:10][C:3]=12, predict the reactants needed to synthesize it. The reactants are: [Cl:1][C:2]1[CH:7]=[CH:6][N:5]=[C:4]2[CH:8]=[C:9]([Sn](C)(C)C)[S:10][C:3]=12.Br[C:16]1[CH:21]=[CH:20][CH:19]=[C:18]([O:22][CH3:23])[N:17]=1. (3) Given the product [C:11]([O:15][C:16]([N:18]1[CH2:23][CH2:22][CH:21]([CH2:24][C:25](=[O:32])[CH:26]([C:27]([O:29][CH2:30][CH3:31])=[O:28])[CH2:2][C:3]2[CH:8]=[CH:7][C:6]([S:9][CH3:10])=[CH:5][CH:4]=2)[CH2:20][CH2:19]1)=[O:17])([CH3:13])([CH3:14])[CH3:12], predict the reactants needed to synthesize it. The reactants are: Br[CH2:2][C:3]1[CH:8]=[CH:7][C:6]([S:9][CH3:10])=[CH:5][CH:4]=1.[C:11]([O:15][C:16]([N:18]1[CH2:23][CH2:22][CH:21]([CH2:24][C:25](=[O:32])[CH2:26][C:27]([O:29][CH2:30][CH3:31])=[O:28])[CH2:20][CH2:19]1)=[O:17])([CH3:14])([CH3:13])[CH3:12].